Predict the reactants needed to synthesize the given product. From a dataset of Full USPTO retrosynthesis dataset with 1.9M reactions from patents (1976-2016). (1) The reactants are: C(OC(=O)[NH:7][C@H:8]1[CH2:13][CH2:12][C@@H:11]([N:14]2[C:19](=[O:20])[C:18]3[CH:21]=[C:22]([F:25])[CH:23]=[N:24][C:17]=3[N:16]([C:26]3[CH:31]=[CH:30][CH:29]=[C:28]([C:32]([N:34]([CH2:36][C:37]4[CH:42]=[CH:41][CH:40]=[CH:39][CH:38]=4)[CH3:35])=[O:33])[CH:27]=3)[C:15]2=[O:43])[CH2:10][CH2:9]1)(C)(C)C.[ClH:45]. Given the product [ClH:45].[NH2:7][C@@H:8]1[CH2:9][CH2:10][C@H:11]([N:14]2[C:19](=[O:20])[C:18]3[CH:21]=[C:22]([F:25])[CH:23]=[N:24][C:17]=3[N:16]([C:26]3[CH:27]=[C:28]([CH:29]=[CH:30][CH:31]=3)[C:32]([N:34]([CH2:36][C:37]3[CH:38]=[CH:39][CH:40]=[CH:41][CH:42]=3)[CH3:35])=[O:33])[C:15]2=[O:43])[CH2:12][CH2:13]1, predict the reactants needed to synthesize it. (2) The reactants are: C[Si]([N-][Si](C)(C)C)(C)C.[Li+].[CH2:11]([O:13][CH2:14][C@H:15]([OH:26])[C:16]([NH:18][C:19]1[CH:24]=[N:23][C:22]([CH3:25])=[CH:21][N:20]=1)=[O:17])[CH3:12].Cl[C:28]1[N:33]=[CH:32][N:31]=[C:30]2[N:34]([C:37]3[CH:42]=[CH:41][CH:40]=[CH:39][C:38]=3[Cl:43])[N:35]=[CH:36][C:29]=12. Given the product [Cl:43][C:38]1[CH:39]=[CH:40][CH:41]=[CH:42][C:37]=1[N:34]1[C:30]2[N:31]=[CH:32][N:33]=[C:28]([O:26][C@@H:15]([CH2:14][O:13][CH2:11][CH3:12])[C:16]([NH:18][C:19]3[CH:24]=[N:23][C:22]([CH3:25])=[CH:21][N:20]=3)=[O:17])[C:29]=2[CH:36]=[N:35]1, predict the reactants needed to synthesize it. (3) Given the product [C:1]([O:5][C:6](=[O:7])[NH:8][C@H:9]1[CH2:14][CH2:13][C@H:12]([CH2:15][OH:16])[C@@H:11]([O:19][CH3:20])[CH2:10]1)([CH3:4])([CH3:3])[CH3:2], predict the reactants needed to synthesize it. The reactants are: [C:1]([O:5][C:6]([NH:8][C@H:9]1[CH2:14][CH2:13][C@H:12]([C:15](OC)=[O:16])[C@@H:11]([O:19][CH3:20])[CH2:10]1)=[O:7])([CH3:4])([CH3:3])[CH3:2].[AlH4-].[Li+]. (4) Given the product [CH3:27][C:28]1[N:29]([C:6]2[N:5]=[C:4]([CH2:8][CH2:9][C:10]3[CH:11]=[C:12]([CH:15]=[CH:16][CH:17]=3)[CH:13]=[O:14])[CH:3]=[C:2]([CH3:1])[CH:7]=2)[C:30]([CH3:33])=[CH:31][CH:32]=1, predict the reactants needed to synthesize it. The reactants are: [CH3:1][C:2]1[CH:7]=[CH:6][N:5]=[C:4]([CH2:8][CH2:9][C:10]2[CH:11]=[C:12]([CH:15]=[CH:16][CH:17]=2)[CH:13]=[O:14])[CH:3]=1.CC(C[AlH]CC(C)C)C.[CH3:27][C:28]1[N:29](C2N=C(CCC3C=C(C=CC=3)C#N)C=C(C)C=2)[C:30]([CH3:33])=[CH:31][CH:32]=1. (5) Given the product [OH:2][CH2:3][C@@H:4]([O:6][C:7]1[N:12]=[CH:11][C:10]([C:13]2[C:14]([CH3:32])=[N:15][CH:16]=[C:17]([NH:19][C:20](=[O:31])[C:21]3[CH:26]=[CH:25][CH:24]=[C:23]([C:27]([F:28])([F:29])[F:30])[CH:22]=3)[CH:18]=2)=[CH:9][C:8]=1[N:33]1[CH2:38][CH2:37][O:36][CH2:35][CH2:34]1)[CH3:5], predict the reactants needed to synthesize it. The reactants are: C[O:2][CH2:3][C@@H:4]([O:6][C:7]1[N:12]=[CH:11][C:10]([C:13]2[C:14]([CH3:32])=[N:15][CH:16]=[C:17]([NH:19][C:20](=[O:31])[C:21]3[CH:26]=[CH:25][CH:24]=[C:23]([C:27]([F:30])([F:29])[F:28])[CH:22]=3)[CH:18]=2)=[CH:9][C:8]=1[N:33]1[CH2:38][CH2:37][O:36][CH2:35][CH2:34]1)[CH3:5].B(Br)(Br)Br. (6) Given the product [Cl:1][C:2]1[CH:3]=[C:4]([O:12][C@H:13]2[CH2:18][CH2:17][C@H:16]([N:19]([CH3:21])[CH3:20])[CH2:15][CH2:14]2)[C:5]([CH3:11])=[C:6]([CH:10]=1)[C:7]([NH:23][CH2:24][C:25]1[C:30](=[O:31])[CH:29]=[C:28]([CH3:32])[NH:27][C:26]=1[CH3:33])=[O:9], predict the reactants needed to synthesize it. The reactants are: [Cl:1][C:2]1[CH:3]=[C:4]([O:12][C@H:13]2[CH2:18][CH2:17][C@H:16]([N:19]([CH3:21])[CH3:20])[CH2:15][CH2:14]2)[C:5]([CH3:11])=[C:6]([CH:10]=1)[C:7]([OH:9])=O.Cl.[NH2:23][CH2:24][C:25]1[C:30](=[O:31])[CH:29]=[C:28]([CH3:32])[NH:27][C:26]=1[CH3:33].C(Cl)CCl.C1C=NC2N(O)N=NC=2C=1.CN1CCOCC1.C([O-])([O-])=O.[Na+].[Na+]. (7) Given the product [NH2:13][CH:5]1[CH:6]2[CH2:11][C:2]3([OH:1])[CH2:9][CH:8]([CH2:10][CH:4]1[CH2:3]3)[CH2:7]2, predict the reactants needed to synthesize it. The reactants are: [OH:1][C:2]12[CH2:11][CH:6]3[CH2:7][CH:8]([CH2:10][CH:4]([C:5]3=O)[CH2:3]1)[CH2:9]2.[NH3:13].CO.[H][H]. (8) Given the product [Cl:1][C:2]1[C:3]([O:12][C:13]2[CH:18]=[C:17]([O:19][CH2:20][CH2:21][O:22][CH3:23])[CH:16]=[CH:15][C:14]=2/[CH:24]=[CH:25]/[C:26]([NH:50][S:47]([C:43]2[CH:44]=[CH:45][CH:46]=[C:41]([CH3:51])[CH:42]=2)(=[O:48])=[O:49])=[O:27])=[N:4][CH:5]=[C:6]([C:8]([F:9])([F:10])[F:11])[CH:7]=1, predict the reactants needed to synthesize it. The reactants are: [Cl:1][C:2]1[C:3]([O:12][C:13]2[CH:18]=[C:17]([O:19][CH2:20][CH2:21][O:22][CH3:23])[CH:16]=[CH:15][C:14]=2/[CH:24]=[CH:25]/[C:26](O)=[O:27])=[N:4][CH:5]=[C:6]([C:8]([F:11])([F:10])[F:9])[CH:7]=1.Cl.C(N=C=NCCCN(C)C)C.[C:41]1([CH3:51])[CH:46]=[CH:45][CH:44]=[C:43]([S:47]([NH2:50])(=[O:49])=[O:48])[CH:42]=1.Cl. (9) Given the product [CH3:13][C:14]1[N:15]([CH2:3][CH2:4][N:5]2[CH2:10][CH2:9][O:8][CH2:7][CH2:6]2)[C:16]2=[N:17][CH:18]=[CH:19][CH:20]=[C:21]2[CH:22]=1, predict the reactants needed to synthesize it. The reactants are: Cl.Cl[CH2:3][CH2:4][N:5]1[CH2:10][CH2:9][O:8][CH2:7][CH2:6]1.[OH-].[K+].[CH3:13][C:14]1[NH:15][C:16]2[C:21]([CH:22]=1)=[CH:20][CH:19]=[CH:18][N:17]=2. (10) Given the product [NH2:10][C:9]1[N:11]([CH2:14][C:15]2[C:19]([CH3:20])=[N:18][O:17][N:16]=2)[N:12]=[CH:13][C:8]=1[C:7]#[N:6], predict the reactants needed to synthesize it. The reactants are: C(C1[N:10]=[C:9]2[N:11]([CH2:14][C:15]3[C:19]([CH3:20])=[N:18][O:17][N:16]=3)[N:12]=[CH:13][C:8]2=[C:7](N2CC[C@H](OCC3C(C)=NON=3)C2)[N:6]=1)(C)(C)C.C(OC=C(C#N)C#N)C.